Dataset: Full USPTO retrosynthesis dataset with 1.9M reactions from patents (1976-2016). Task: Predict the reactants needed to synthesize the given product. (1) Given the product [CH2:3]([O:10][C:11]1[CH:16]=[CH:15][N:14]([C:17]2[CH:18]=[N:19][C:20]([N:23]3[CH2:24][C@@H:25]4[C@@H:29]([CH2:28][N:27]([CH2:32][CH3:33])[CH2:26]4)[CH2:30]3)=[CH:21][CH:22]=2)[C:13](=[O:31])[CH:12]=1)[C:4]1[CH:5]=[CH:6][CH:7]=[CH:8][CH:9]=1, predict the reactants needed to synthesize it. The reactants are: Cl.Cl.[CH2:3]([O:10][C:11]1[CH:16]=[CH:15][N:14]([C:17]2[CH:18]=[N:19][C:20]([N:23]3[CH2:30][C@@H:29]4[C@@H:25]([CH2:26][NH:27][CH2:28]4)[CH2:24]3)=[CH:21][CH:22]=2)[C:13](=[O:31])[CH:12]=1)[C:4]1[CH:9]=[CH:8][CH:7]=[CH:6][CH:5]=1.[CH2:32](N(CC)CC)[CH3:33].C(=O)C.C(O[BH-](OC(=O)C)OC(=O)C)(=O)C.[Na+].C([O-])([O-])=O.[K+].[K+]. (2) Given the product [Cl:1][C:2]1[C:3]([N:21]2[CH2:20][CH2:19][N:18]([C:11]([O:13][C:14]([CH3:17])([CH3:16])[CH3:15])=[O:12])[CH2:23][CH2:22]2)=[N:4][CH:5]=[C:6]([C:7]#[N:8])[CH:9]=1, predict the reactants needed to synthesize it. The reactants are: [Cl:1][C:2]1[C:3](Cl)=[N:4][CH:5]=[C:6]([CH:9]=1)[C:7]#[N:8].[C:11]([N:18]1[CH2:23][CH2:22][NH:21][CH2:20][CH2:19]1)([O:13][C:14]([CH3:17])([CH3:16])[CH3:15])=[O:12].CCN(C(C)C)C(C)C.C(Cl)Cl. (3) Given the product [OH:23][C:22]1[C:21]2[C:16](=[CH:17][CH:18]=[CH:19][CH:20]=2)[C@:15]([CH3:29])([CH2:24][CH2:25][CH:26]([CH3:28])[CH3:27])[C:14](=[O:30])[C:13]=1[C:8]1[NH:7][C:6]2[CH:31]=[CH:32][C:3]([NH:2][S:33]([CH3:36])(=[O:35])=[O:34])=[CH:4][C:5]=2[S:10](=[O:12])(=[O:11])[N:9]=1, predict the reactants needed to synthesize it. The reactants are: Cl.[NH2:2][C:3]1[CH:32]=[CH:31][C:6]2[NH:7][C:8]([C:13]3[C:14](=[O:30])[C@@:15]([CH3:29])([CH2:24][CH2:25][CH:26]([CH3:28])[CH3:27])[C:16]4[C:21]([C:22]=3[OH:23])=[CH:20][CH:19]=[CH:18][CH:17]=4)=[N:9][S:10](=[O:12])(=[O:11])[C:5]=2[CH:4]=1.[S:33](Cl)([CH3:36])(=[O:35])=[O:34].N1C=CC=CC=1. (4) Given the product [Br:1][C:2]1[C:7]([CH:19]=[O:20])=[CH:6][CH:5]=[CH:4][N:3]=1, predict the reactants needed to synthesize it. The reactants are: [Br:1][C:2]1[CH:7]=[CH:6][CH:5]=[CH:4][N:3]=1.C([N-]C(C)C)(C)C.[Li+].CN([CH:19]=[O:20])C.O. (5) Given the product [Cl:1][C:2]1[CH:7]=[CH:6][C:5](/[CH:8]=[CH:9]/[C:10]([N:12]2[CH2:13][CH2:14][NH:15][CH2:16][CH2:17]2)=[O:11])=[C:4]([CH2:25][N:26]2[N:30]=[N:29][C:28]([CH3:31])=[N:27]2)[CH:3]=1, predict the reactants needed to synthesize it. The reactants are: [Cl:1][C:2]1[CH:7]=[CH:6][C:5](/[CH:8]=[CH:9]/[C:10]([N:12]2[CH2:17][CH2:16][N:15](C(OC(C)(C)C)=O)[CH2:14][CH2:13]2)=[O:11])=[C:4]([CH2:25][N:26]2[N:30]=[N:29][C:28]([CH3:31])=[N:27]2)[CH:3]=1.C(O)(C(F)(F)F)=O.